From a dataset of Catalyst prediction with 721,799 reactions and 888 catalyst types from USPTO. Predict which catalyst facilitates the given reaction. (1) Reactant: [NH2:1][C:2]1[C:7]2=[C:8]([C:16]3[CH:21]=[CH:20][C:19]([NH:22][C:23]4[NH:27][C:26]5[C:28]([F:33])=[CH:29][C:30]([F:32])=[CH:31][C:25]=5[N:24]=4)=[CH:18][CH:17]=3)[C:9]([C:11]([O:13]CC)=[O:12])=[CH:10][N:6]2[N:5]=[CH:4][N:3]=1.[OH-].[Na+]. Product: [NH2:1][C:2]1[C:7]2=[C:8]([C:16]3[CH:21]=[CH:20][C:19]([NH:22][C:23]4[NH:27][C:26]5[C:28]([F:33])=[CH:29][C:30]([F:32])=[CH:31][C:25]=5[N:24]=4)=[CH:18][CH:17]=3)[C:9]([C:11]([OH:13])=[O:12])=[CH:10][N:6]2[N:5]=[CH:4][N:3]=1. The catalyst class is: 36. (2) Reactant: [CH2:1]([N:8]1[C:12]2=[N:13][C:14]3[C:19]([C:20]([NH2:21])=[C:11]2[CH2:10][CH2:9]1)=[CH:18][C:17]([Br:22])=[CH:16][CH:15]=3)[C:2]1[CH:7]=[CH:6][CH:5]=[CH:4][CH:3]=1.[C:23](N=P1(N(CC)CC)N(C)C=CN1C)([CH3:26])([CH3:25])C.[CH2:40](Br)[CH:41]=[CH2:42].O. Product: [CH2:42]([N:21]([C:20]1[C:19]2[C:14](=[CH:15][CH:16]=[C:17]([Br:22])[CH:18]=2)[N:13]=[C:12]2[N:8]([CH2:1][C:2]3[CH:7]=[CH:6][CH:5]=[CH:4][CH:3]=3)[CH2:9][CH2:10][C:11]=12)[CH2:26][CH:23]=[CH2:25])[CH:41]=[CH2:40]. The catalyst class is: 42. (3) Reactant: [NH2:1][C:2]1[CH:3]=[N:4][CH:5]=[CH:6][C:7]=1Br.C1(C)C=CC=CC=1P(C1C=CC=CC=1C)C1C=CC=CC=1C.C(N(CC)CC)C.[C:38]([O:42][CH2:43][CH3:44])(=[O:41])[CH:39]=[CH2:40]. Product: [NH2:1][C:2]1[CH:3]=[N:4][CH:5]=[CH:6][C:7]=1/[CH:40]=[CH:39]/[C:38]([O:42][CH2:43][CH3:44])=[O:41]. The catalyst class is: 524. (4) Reactant: [Br:1][C:2]1[C:3](C=O)=[CH:4][C:5]([Cl:8])=[N:6][CH:7]=1.[CH:11](OC)([O:14][CH3:15])[O:12][CH3:13].O.C1(C)C=CC(S(O)(=O)=O)=CC=1.O. Product: [Br:1][C:2]1[C:3]([CH:11]([O:14][CH3:15])[O:12][CH3:13])=[CH:4][C:5]([Cl:8])=[N:6][CH:7]=1. The catalyst class is: 5. (5) Reactant: [CH2:1]=[CH:2][C:3]1[CH:8]=[CH:7][CH:6]=[CH:5][CH:4]=1.C([Li])CCC. Product: [CH2:1]=[CH:2][CH:3]=[CH2:4].[CH2:1]=[CH:2][C:3]1[CH:8]=[CH:7][CH:6]=[CH:5][CH:4]=1. The catalyst class is: 244. (6) Reactant: [CH3:1][C@@:2]1([CH2:13][N:14]2[CH2:19][CH2:18][N:17]([NH:20][C:21](=O)OC(C)(C)C)[CH2:16][CH2:15]2)[O:6][C:5]2=[N:7][C:8]([N+:10]([O-:12])=[O:11])=[CH:9][N:4]2[CH2:3]1.[Cl:28][C:29]1[CH:30]=[CH:31][C:32]2[O:36][C:35](C=O)=[CH:34][C:33]=2[CH:39]=1.FC(F)(F)C(O)=O.C(=O)([O-])O.[Na+]. Product: [Cl:28][C:29]1[CH:30]=[CH:31][C:32]2[O:36][C:35]([CH:21]=[N:20][N:17]3[CH2:16][CH2:15][N:14]([CH2:13][C@:2]4([CH3:1])[O:6][C:5]5=[N:7][C:8]([N+:10]([O-:12])=[O:11])=[CH:9][N:4]5[CH2:3]4)[CH2:19][CH2:18]3)=[CH:34][C:33]=2[CH:39]=1. The catalyst class is: 2. (7) Reactant: C(OC(=O)[NH:7][C@H:8]1[CH2:12][CH2:11][N:10]([C:13]2[C:22]([Cl:23])=[C:21]3[C:16]([C:17](=[O:28])[NH:18][C:19](=[O:27])[N:20]3[CH:24]3[CH2:26][CH2:25]3)=[CH:15][C:14]=2[F:29])[CH2:9]1)(C)(C)C.[F:31][C:32]([F:37])([F:36])[C:33]([OH:35])=[O:34]. Product: [F:31][C:32]([F:37])([F:36])[C:33]([OH:35])=[O:34].[NH2:7][C@H:8]1[CH2:12][CH2:11][N:10]([C:13]2[C:22]([Cl:23])=[C:21]3[C:16]([C:17](=[O:28])[NH:18][C:19](=[O:27])[N:20]3[CH:24]3[CH2:25][CH2:26]3)=[CH:15][C:14]=2[F:29])[CH2:9]1. The catalyst class is: 4.